From a dataset of Peptide-MHC class II binding affinity with 134,281 pairs from IEDB. Regression. Given a peptide amino acid sequence and an MHC pseudo amino acid sequence, predict their binding affinity value. This is MHC class II binding data. (1) The peptide sequence is DALTLRTATNIWIDH. The MHC is HLA-DPA10201-DPB10101 with pseudo-sequence HLA-DPA10201-DPB10101. The binding affinity (normalized) is 0.432. (2) The peptide sequence is VNMVRRGVRSLSNKIHHHHHH. The MHC is DRB1_0404 with pseudo-sequence DRB1_0404. The binding affinity (normalized) is 0.686.